Task: Predict the product of the given reaction.. Dataset: Forward reaction prediction with 1.9M reactions from USPTO patents (1976-2016) (1) Given the reactants Cl[C:2]1[N:23]=[C:5]2[C:6]([NH:10][C:11]3[C:12]([N:17]([CH3:22])[S:18]([CH3:21])(=[O:20])=[O:19])=[N:13][CH:14]=[CH:15][CH:16]=3)=[CH:7][CH:8]=[CH:9][N:4]2[N:3]=1.[CH3:24][N:25]1[CH2:30][CH2:29][N:28]([C:31]2[CH:36]=[CH:35][C:34]([NH2:37])=[CH:33][CH:32]=2)[CH2:27][CH2:26]1.C1(P(C2CCCCC2)C2C=CC=CC=2C2C=CC=CC=2P(C2CCCCC2)C2CCCCC2)CCCCC1, predict the reaction product. The product is: [CH3:22][N:17]([C:12]1[C:11]([NH:10][C:6]2[C:5]3[N:4]([N:3]=[C:2]([NH:37][C:34]4[CH:33]=[CH:32][C:31]([N:28]5[CH2:27][CH2:26][N:25]([CH3:24])[CH2:30][CH2:29]5)=[CH:36][CH:35]=4)[N:23]=3)[CH:9]=[CH:8][CH:7]=2)=[CH:16][CH:15]=[CH:14][N:13]=1)[S:18]([CH3:21])(=[O:20])=[O:19]. (2) Given the reactants NC1C=CC=CC=1NC(=O)/C=C/C1C=CN(S(C2C=CC(C)=CC=2)(=O)=O)C=1.C(OC(=O)[NH:34][C:35]1[CH:40]=[CH:39][CH:38]=[CH:37][C:36]=1[NH:41][C:42](=[O:65])/[CH:43]=[CH:44]/[C:45]1[CH:49]=[CH:48][N:47]([S:50]([C:53]2[CH:58]=[CH:57][C:56]([C:59]3[CH:64]=[CH:63][CH:62]=[CH:61][CH:60]=3)=[CH:55][CH:54]=2)(=[O:52])=[O:51])[CH:46]=1)(C)(C)C.C(O)(C(F)(F)F)=O, predict the reaction product. The product is: [NH2:34][C:35]1[CH:40]=[CH:39][CH:38]=[CH:37][C:36]=1[NH:41][C:42](=[O:65])/[CH:43]=[CH:44]/[C:45]1[CH:49]=[CH:48][N:47]([S:50]([C:53]2[CH:54]=[CH:55][C:56]([C:59]3[CH:64]=[CH:63][CH:62]=[CH:61][CH:60]=3)=[CH:57][CH:58]=2)(=[O:52])=[O:51])[CH:46]=1. (3) Given the reactants [NH:1]1[C:9]2[C:4](=[CH:5][CH:6]=[CH:7][CH:8]=2)[CH:3]=[CH:2]1.[CH2:10]1[CH2:15][CH:14]2[O:16][C:15]3(O)[CH:14]([O:16][C:13]2(O)[CH2:12][CH2:11]1)[CH2:13][CH2:12][CH2:11][CH2:10]3.N, predict the reaction product. The product is: [NH:1]1[C:9]2[C:4](=[CH:5][CH:6]=[CH:7][CH:8]=2)[C:3]([CH:13]2[CH2:12][CH2:11][CH2:10][CH2:15][C:14]2=[O:16])=[CH:2]1. (4) Given the reactants [Mg:1].[I:2]I.[Si:4]([O:11][CH2:12][CH2:13][C@@H:14]([C:29]1[CH:34]=[CH:33][C:32]([Cl:35])=[C:31]([Cl:36])[CH:30]=1)[CH2:15][NH:16][C:17](=[O:28])[C:18]1[CH:23]=[CH:22][CH:21]=[C:20]([C:24]#[N:25])[C:19]=1[O:26]C)([C:7]([CH3:10])([CH3:9])[CH3:8])([CH3:6])[CH3:5], predict the reaction product. The product is: [I-:2].[Mg+2:1].[I-:2].[Si:4]([O:11][CH2:12][CH2:13][C@@H:14]([C:29]1[CH:34]=[CH:33][C:32]([Cl:35])=[C:31]([Cl:36])[CH:30]=1)[CH2:15][NH:16][C:17](=[O:28])[C:18]1[CH:23]=[CH:22][CH:21]=[C:20]([C:24]#[N:25])[C:19]=1[OH:26])([C:7]([CH3:10])([CH3:9])[CH3:8])([CH3:6])[CH3:5].